Predict which catalyst facilitates the given reaction. From a dataset of Catalyst prediction with 721,799 reactions and 888 catalyst types from USPTO. (1) Reactant: [F:1][C:2]([F:43])([F:42])[CH2:3][NH:4][C:5]([C:7]1([CH2:20][CH2:21][CH2:22][CH2:23][N:24]2[CH2:29][CH2:28][N:27]([C:30]3[CH:39]=[CH:38][C:37]4[C:32](=[C:33]([O:40]C)[CH:34]=[CH:35][CH:36]=4)[N:31]=3)[CH2:26][CH2:25]2)[C:19]2[CH:18]=[CH:17][CH:16]=[CH:15][C:14]=2[C:13]2[C:8]1=[CH:9][CH:10]=[CH:11][CH:12]=2)=[O:6].B(Br)(Br)Br. Product: [F:43][C:2]([F:1])([F:42])[CH2:3][NH:4][C:5]([C:7]1([CH2:20][CH2:21][CH2:22][CH2:23][N:24]2[CH2:25][CH2:26][N:27]([C:30]3[CH:39]=[CH:38][C:37]4[C:32](=[C:33]([OH:40])[CH:34]=[CH:35][CH:36]=4)[N:31]=3)[CH2:28][CH2:29]2)[C:8]2[CH:9]=[CH:10][CH:11]=[CH:12][C:13]=2[C:14]2[C:19]1=[CH:18][CH:17]=[CH:16][CH:15]=2)=[O:6]. The catalyst class is: 4. (2) Reactant: C1(C)C=CC(S([O-])(=O)=O)=CC=1.[CH2:12]([N+:16]1[C:24]2[CH:23]=[CH:22][C:21]3[CH:25]=[CH:26][CH:27]=[CH:28][C:20]=3[C:19]=2[C:18]([CH3:30])([CH3:29])[C:17]=1[CH:31]=[CH:32][C:33]1[CH2:37][CH2:36][C:35](=[CH:38][CH:39]=[C:40]2[C:48]([CH3:50])([CH3:49])[C:47]3[C:46]4[CH:51]=[CH:52][CH:53]=[CH:54][C:45]=4[CH:44]=[CH:43][C:42]=3[N:41]2[CH2:55][CH2:56][CH2:57][CH3:58])[C:34]=1[S:59]([C:62]1[CH:67]=[CH:66][CH:65]=[CH:64][CH:63]=1)(=[O:61])=[O:60])[CH2:13][CH2:14][CH3:15].[F:68][C:69]([F:84])([S:80]([O-:83])(=[O:82])=[O:81])[C:70]([F:79])([F:78])[C:71]([F:77])([F:76])[C:72]([F:75])([F:74])[F:73].[K+].C(C(C)=O)C(C)C. Product: [F:84][C:69]([F:68])([S:80]([O-:83])(=[O:82])=[O:81])[C:70]([F:78])([F:79])[C:71]([F:77])([F:76])[C:72]([F:75])([F:74])[F:73].[CH2:12]([N+:16]1[C:24]2[CH:23]=[CH:22][C:21]3[CH:25]=[CH:26][CH:27]=[CH:28][C:20]=3[C:19]=2[C:18]([CH3:29])([CH3:30])[C:17]=1[CH:31]=[CH:32][C:33]1[CH2:37][CH2:36][C:35](=[CH:38][CH:39]=[C:40]2[C:48]([CH3:49])([CH3:50])[C:47]3[C:46]4[CH:51]=[CH:52][CH:53]=[CH:54][C:45]=4[CH:44]=[CH:43][C:42]=3[N:41]2[CH2:55][CH2:56][CH2:57][CH3:58])[C:34]=1[S:59]([C:62]1[CH:63]=[CH:64][CH:65]=[CH:66][CH:67]=1)(=[O:61])=[O:60])[CH2:13][CH2:14][CH3:15]. The catalyst class is: 6. (3) Reactant: [OH:1][CH2:2][C:3]1[N:4]=[C:5]([C@H:8]([NH:10][C:11]([C:13]2[C:21]3[C:16](=[N:17][CH:18]=[C:19]([C:22]4[C:30]5[C:25](=[CH:26][C:27]([F:31])=[CH:28][CH:29]=5)[N:24]([CH3:32])[N:23]=4)[N:20]=3)[N:15]([CH2:33][O:34][CH2:35][CH2:36][Si:37]([CH3:40])([CH3:39])[CH3:38])[CH:14]=2)=[O:12])[CH3:9])[O:6][CH:7]=1.C(N(CC)CC)C.[CH3:48][S:49](Cl)(=[O:51])=[O:50]. Product: [F:31][C:27]1[CH:26]=[C:25]2[C:30]([C:22]([C:19]3[N:20]=[C:21]4[C:13]([C:11]([NH:10][C@@H:8]([C:5]5[O:6][CH:7]=[C:3]([CH2:2][O:1][S:49]([CH3:48])(=[O:51])=[O:50])[N:4]=5)[CH3:9])=[O:12])=[CH:14][N:15]([CH2:33][O:34][CH2:35][CH2:36][Si:37]([CH3:39])([CH3:38])[CH3:40])[C:16]4=[N:17][CH:18]=3)=[N:23][N:24]2[CH3:32])=[CH:29][CH:28]=1. The catalyst class is: 4. (4) Reactant: [CH2:1]([C@H:3]1[CH2:7][NH:6][CH2:5][C@H:4]1[NH:8][C:9]1[C:10]2[N:11]([CH:18]=[C:19]([C:21]3[CH:22]=[N:23][C:24]([CH2:27][NH:28][C:29](=[O:33])[CH2:30][O:31][CH3:32])=[CH:25][CH:26]=3)[CH:20]=2)[N:12]=[CH:13][C:14]=1[C:15]([NH2:17])=[O:16])[CH3:2].[C:34]([C:36]1([C:39](O)=[O:40])[CH2:38][CH2:37]1)#[N:35].CN([P+](ON1N=NC2C1=CC=CC=2)(N(C)C)N(C)C)C.F[P-](F)(F)(F)(F)F.CCN(C(C)C)C(C)C. Product: [C:34]([C:36]1([C:39]([N:6]2[CH2:7][C@H:3]([CH2:1][CH3:2])[C@H:4]([NH:8][C:9]3[C:10]4[N:11]([CH:18]=[C:19]([C:21]5[CH:22]=[N:23][C:24]([CH2:27][NH:28][C:29](=[O:33])[CH2:30][O:31][CH3:32])=[CH:25][CH:26]=5)[CH:20]=4)[N:12]=[CH:13][C:14]=3[C:15]([NH2:17])=[O:16])[CH2:5]2)=[O:40])[CH2:38][CH2:37]1)#[N:35]. The catalyst class is: 3. (5) Reactant: [Li][CH2:2][CH2:3][CH2:4][CH3:5].C1[C:11]2[CH:12]=[CH:13][C:10]=2[CH:9]=[C:8](C=O)C=1.[NH4+].[Cl-].C([O-])(O)=O.[Na+]. Product: [CH:4]([C:3]1[CH:2]=[CH:8][CH:9]=[C:10]2[CH2:13][CH2:12][C:11]=12)=[CH2:5]. The catalyst class is: 307.